Task: Predict the reactants needed to synthesize the given product.. Dataset: Full USPTO retrosynthesis dataset with 1.9M reactions from patents (1976-2016) Given the product [C:23]([O:27][C:28]([N:30]1[CH2:34][C@H:33]2[N:35]([C:39](=[O:50])[C:40]3[CH:45]=[CH:44][CH:43]=[C:42]([S:46]([CH3:49])(=[O:47])=[O:48])[CH:41]=3)[CH2:36][C:37](=[O:38])[C@H:32]2[N:31]1[C:51](=[O:74])[C@@H:52]([NH:57][C:58](=[O:73])[C:59]1[CH:64]=[CH:63][C:62]([NH:65][C:66]([O:68][C:69]([CH3:72])([CH3:71])[CH3:70])=[O:67])=[CH:61][CH:60]=1)[CH2:53][CH:54]([CH3:56])[CH3:55])=[O:29])([CH3:24])([CH3:25])[CH3:26], predict the reactants needed to synthesize it. The reactants are: CC(OI1(OC(C)=O)(OC(C)=O)OC(=O)C2C=CC=CC1=2)=O.[C:23]([O:27][C:28]([N:30]1[CH2:34][C@H:33]2[N:35]([C:39](=[O:50])[C:40]3[CH:45]=[CH:44][CH:43]=[C:42]([S:46]([CH3:49])(=[O:48])=[O:47])[CH:41]=3)[CH2:36][C@H:37]([OH:38])[C@H:32]2[N:31]1[C:51](=[O:74])[C@@H:52]([NH:57][C:58](=[O:73])[C:59]1[CH:64]=[CH:63][C:62]([NH:65][C:66]([O:68][C:69]([CH3:72])([CH3:71])[CH3:70])=[O:67])=[CH:61][CH:60]=1)[CH2:53][CH:54]([CH3:56])[CH3:55])=[O:29])([CH3:26])([CH3:25])[CH3:24].